From a dataset of Reaction yield outcomes from USPTO patents with 853,638 reactions. Predict the reaction yield, written as a fraction of the theoretical maximum amount of product (1.0 means a 100% yield; for example, 0.34 means a 34% yield). (1) The reactants are [O:1]1[C:5]2[CH:6]=[CH:7][C:8]([C:10]3([C:13]([NH:15][C:16]4[CH:17]=[C:18]([C:23]5[CH:28]=[CH:27][C:26]([CH2:29][OH:30])=[CH:25][CH:24]=5)[C:19]([CH3:22])=[CH:20][CH:21]=4)=[O:14])[CH2:12][CH2:11]3)=[CH:9][C:4]=2[O:3][CH2:2]1.[C:31]1(C)C=CC(S(O)(=O)=O)=CC=1.CO. The catalyst is C1(C)C=CC=CC=1. The product is [O:1]1[C:5]2[CH:6]=[CH:7][C:8]([C:10]3([C:13]([NH:15][C:16]4[CH:17]=[C:18]([C:23]5[CH:24]=[CH:25][C:26]([CH2:29][O:30][CH3:31])=[CH:27][CH:28]=5)[C:19]([CH3:22])=[CH:20][CH:21]=4)=[O:14])[CH2:11][CH2:12]3)=[CH:9][C:4]=2[O:3][CH2:2]1. The yield is 0.230. (2) The reactants are [CH3:1][O:2][CH2:3][C@@H:4]([O:6][C:7]1[CH:12]=[CH:11][N:10]=[CH:9][CH:8]=1)[CH3:5].C(O)(=O)C. The catalyst is CO.[Pt](=O)=O.[Rh]. The product is [CH3:1][O:2][CH2:3][C@@H:4]([O:6][CH:7]1[CH2:8][CH2:9][NH:10][CH2:11][CH2:12]1)[CH3:5]. The yield is 0.161. (3) The reactants are [F:1][C:2]1[CH:7]=[CH:6][C:5]([CH2:8][C:9]([N:11]=[C:12]=[S:13])=[O:10])=[CH:4][CH:3]=1.[NH2:14][C:15]1[CH:40]=[CH:39][C:18]([O:19][C:20]2[CH:25]=[C:24]([NH:26][C:27]([N:29]3[CH2:34][CH2:33][CH:32]([CH2:35][N:36]([CH3:38])[CH3:37])[CH2:31][CH2:30]3)=[O:28])[N:23]=[CH:22][N:21]=2)=[C:17]([F:41])[CH:16]=1.C12(CS(O)(=O)=O)C(C)(C)C(CC1)CC2=O. The catalyst is C1(C)C=CC=CC=1.C(O)C. The product is [CH3:38][N:36]([CH2:35][CH:32]1[CH2:33][CH2:34][N:29]([C:27]([NH:26][C:24]2[CH:25]=[C:20]([O:19][C:18]3[CH:39]=[CH:40][C:15]([NH:14][C:12]([NH:11][C:9](=[O:10])[CH2:8][C:5]4[CH:4]=[CH:3][C:2]([F:1])=[CH:7][CH:6]=4)=[S:13])=[CH:16][C:17]=3[F:41])[N:21]=[CH:22][N:23]=2)=[O:28])[CH2:30][CH2:31]1)[CH3:37]. The yield is 0.400. (4) The reactants are [C:1]([C@@H:4]([NH:8][C:9]([C:11]1[S:27][C:14]2=[N:15][C:16]3[CH2:17][CH2:18][CH:19]([C:23]([CH3:26])([CH3:25])[CH3:24])[CH2:20][C:21]=3[CH:22]=[C:13]2[CH:12]=1)=[O:10])[CH:5]([CH3:7])[CH3:6])(=O)[NH2:2].O=P(Cl)(Cl)Cl. The catalyst is N1C=CC=CC=1.CCOC(C)=O. The product is [C:1]([C@@H:4]([NH:8][C:9]([C:11]1[S:27][C:14]2=[N:15][C:16]3[CH2:17][CH2:18][CH:19]([C:23]([CH3:24])([CH3:26])[CH3:25])[CH2:20][C:21]=3[CH:22]=[C:13]2[CH:12]=1)=[O:10])[CH:5]([CH3:7])[CH3:6])#[N:2]. The yield is 0.420. (5) The reactants are [P].[Ca:2].C(=O)([O-])[O-].[Ca+2].C([O-])(=O)[CH2:9][C:10](CC([O-])=O)([C:12]([O-:14])=[O:13])[OH:11].[Ca+2].C([O-])(=O)[CH2:23][C:24](CC([O-])=O)([C:26]([O-:28])=[O:27])[OH:25].[Ca+2].[Ca+2]. No catalyst specified. The product is [Ca:2].[C:12]([O-:14])(=[O:13])[CH:10]([CH3:9])[OH:11].[Ca+2:2].[C:26]([O-:28])(=[O:27])[CH:24]([CH3:23])[OH:25]. The yield is 0.210. (6) The reactants are Cl[C:2]1[C:7]([CH2:8][C:9]2[CH:14]=[CH:13][C:12]([C:15]3[C:16]([C:21]#[N:22])=[CH:17][CH:18]=[CH:19][CH:20]=3)=[CH:11][CH:10]=2)=[C:6]([CH2:23][CH2:24][CH3:25])[N:5]=[C:4]([CH3:26])[N:3]=1.[CH2:27]([S:32]([NH2:35])(=[O:34])=[O:33])[CH2:28][CH2:29][CH2:30][CH3:31].[C:36](=[O:39])([O-])[O-:37].[K+].[K+].C[N:43](C)C(=O)C. The catalyst is C(OCC)(=O)C. The product is [CH3:26][C:4]1[N:3]=[C:2]([NH:35][S:32]([CH2:27][CH2:28][CH2:29][CH2:30][CH3:31])(=[O:34])=[O:33])[C:7]([CH2:8][C:9]2[CH:14]=[CH:13][C:12]([C:15]3[CH:20]=[CH:19][CH:18]=[CH:17][C:16]=3[C:21]3[NH:43][C:36](=[O:39])[O:37][N:22]=3)=[CH:11][CH:10]=2)=[C:6]([CH2:23][CH2:24][CH3:25])[N:5]=1. The yield is 0.380. (7) The product is [CH2:1]([O:3][C:4](=[O:21])[CH2:5][C:6]1[CH:7]=[CH:8][C:9]([C:57]2[CH:58]=[CH:59][C:60]([N:34]3[C:33]([NH:32][C:31]([O:30][C@@H:28]([C:22]4[CH:23]=[CH:24][CH:25]=[CH:26][CH:27]=4)[CH3:29])=[O:46])=[C:37]([CH3:38])[N:36]=[N:35]3)=[CH:61][CH:62]=2)=[CH:10][CH:11]=1)[CH3:2]. The catalyst is CCOC(C)=O.C([O-])(=O)C.[Pd+2].C([O-])(=O)C.O.C1(C)C=CC=CC=1. The reactants are [CH2:1]([O:3][C:4](=[O:21])[CH2:5][C:6]1[CH:11]=[CH:10][C:9](B2OC(C)(C)C(C)(C)O2)=[CH:8][CH:7]=1)[CH3:2].[C:22]1([C@H:28]([O:30][C:31](=[O:46])[NH:32][C:33]2[N:34]=[N:35][N:36](C3C=CC(Br)=CC=3)[C:37]=2[CH3:38])[CH3:29])[CH:27]=[CH:26][CH:25]=[CH:24][CH:23]=1.P([O-])([O-])([O-])=O.[K+].[K+].[K+].CO[C:57]1[CH:58]=[CH:59][CH:60]=[C:61](OC)[C:62]=1[C:57]1[CH:62]=[CH:61][CH:60]=[CH:59][C:58]=1P(C1CCCCC1)C1CCCCC1. The yield is 0.331.